This data is from NCI-60 drug combinations with 297,098 pairs across 59 cell lines. The task is: Regression. Given two drug SMILES strings and cell line genomic features, predict the synergy score measuring deviation from expected non-interaction effect. (1) Drug 1: CC1=C(C(CCC1)(C)C)C=CC(=CC=CC(=CC(=O)O)C)C. Drug 2: C1=CC=C(C=C1)NC(=O)CCCCCCC(=O)NO. Cell line: NCI-H322M. Synergy scores: CSS=-3.25, Synergy_ZIP=1.23, Synergy_Bliss=-2.32, Synergy_Loewe=-2.71, Synergy_HSA=-4.96. (2) Drug 1: C1CC(C1)(C(=O)O)C(=O)O.[NH2-].[NH2-].[Pt+2]. Drug 2: CC12CCC3C(C1CCC2OP(=O)(O)O)CCC4=C3C=CC(=C4)OC(=O)N(CCCl)CCCl.[Na+]. Cell line: 786-0. Synergy scores: CSS=8.22, Synergy_ZIP=-2.74, Synergy_Bliss=0.408, Synergy_Loewe=-2.24, Synergy_HSA=-0.00126. (3) Drug 1: CN(C)N=NC1=C(NC=N1)C(=O)N. Drug 2: CCCCC(=O)OCC(=O)C1(CC(C2=C(C1)C(=C3C(=C2O)C(=O)C4=C(C3=O)C=CC=C4OC)O)OC5CC(C(C(O5)C)O)NC(=O)C(F)(F)F)O. Cell line: SF-268. Synergy scores: CSS=0.338, Synergy_ZIP=1.32, Synergy_Bliss=1.34, Synergy_Loewe=-1.51, Synergy_HSA=-4.00. (4) Drug 1: C1CCC(CC1)NC(=O)N(CCCl)N=O. Drug 2: C1=NC2=C(N1)C(=S)N=C(N2)N. Cell line: CAKI-1. Synergy scores: CSS=51.2, Synergy_ZIP=-7.41, Synergy_Bliss=-3.07, Synergy_Loewe=-6.01, Synergy_HSA=0.758. (5) Drug 1: C(CC(=O)O)C(=O)CN.Cl. Drug 2: CC12CCC3C(C1CCC2OP(=O)(O)O)CCC4=C3C=CC(=C4)OC(=O)N(CCCl)CCCl.[Na+]. Cell line: KM12. Synergy scores: CSS=0.508, Synergy_ZIP=-4.44, Synergy_Bliss=-6.62, Synergy_Loewe=-4.77, Synergy_HSA=-4.77.